From a dataset of Reaction yield outcomes from USPTO patents with 853,638 reactions. Predict the reaction yield, written as a fraction of the theoretical maximum amount of product (1.0 means a 100% yield; for example, 0.34 means a 34% yield). (1) The reactants are [C:1]([O:5][C:6]([NH:8][C:9]1[S:10][CH:11]=[C:12](/[C:14](=[N:28]/[O:29][C:30]([CH3:39])([CH3:38])[C:31]([O:33][C:34]([CH3:37])([CH3:36])[CH3:35])=[O:32])/[C:15]([NH:17][C@@H:18]2[C:21](=[O:22])[NH:20][C@@H:19]2[CH2:23][NH:24][CH2:25][CH2:26][OH:27])=[O:16])[N:13]=1)=[O:7])([CH3:4])([CH3:3])[CH3:2].C1N=CN([C:45](N2C=NC=C2)=[O:46])C=1. The catalyst is C(Cl)(Cl)Cl.CCOC(C)=O. The product is [C:1]([O:5][C:6]([NH:8][C:9]1[S:10][CH:11]=[C:12](/[C:14](=[N:28]/[O:29][C:30]([CH3:39])([CH3:38])[C:31]([O:33][C:34]([CH3:37])([CH3:36])[CH3:35])=[O:32])/[C:15](=[O:16])[NH:17][C@H:18]2[C@@H:19]([CH2:23][N:24]3[CH2:25][CH2:26][O:27][C:45]3=[O:46])[NH:20][C:21]2=[O:22])[N:13]=1)=[O:7])([CH3:3])([CH3:4])[CH3:2]. The yield is 0.950. (2) The reactants are N(OC(C)(C)C)=O.N[C:9]1[CH:14]=[C:13]([CH3:15])[C:12]([C:16](=[O:18])[CH3:17])=[C:11]([CH3:19])[CH:10]=1.[ClH:20]. The catalyst is C(#N)C.[Cu](Cl)Cl. The product is [Cl:20][C:9]1[CH:14]=[C:13]([CH3:15])[C:12]([C:16](=[O:18])[CH3:17])=[C:11]([CH3:19])[CH:10]=1. The yield is 0.760. (3) The reactants are C([C:3]1[CH:19]=[CH:18][C:6]([O:7][C:8]2[CH:9]=[CH:10][C:11]3[B:15]([OH:16])[O:14][CH2:13][C:12]=3[CH:17]=2)=[CH:5][CH:4]=1)#N.[N-:20]=[N+:21]=[N-:22].[Na+].[Cl-].[NH4+].O.[CH3:27][N:28](C)C=O. The product is [OH:16][B:15]1[C:11]2[CH:10]=[CH:9][C:8]([O:7][C:6]3[CH:5]=[CH:4][C:3]([N:20]4[CH:27]=[N:28][N:22]=[N:21]4)=[CH:19][CH:18]=3)=[CH:17][C:12]=2[CH2:13][O:14]1. No catalyst specified. The yield is 0.230. (4) The reactants are [CH:1]1([OH:7])[CH2:6][CH2:5][CH2:4][CH:3]=[CH:2]1.[C:8]([NH:11][C:12]1[CH:17]=[CH:16][CH:15]=[CH:14][C:13]=1O)(=[O:10])[CH3:9].C1(P(C2C=CC=CC=2)C2C=CC=CC=2)C=CC=CC=1.C(OC(=O)ON=NOC(=O)OCC)C. The catalyst is C1COCC1. The product is [CH:1]1([O:7][C:13]2[CH:14]=[CH:15][CH:16]=[CH:17][C:12]=2[NH:11][C:8](=[O:10])[CH3:9])[CH2:6][CH2:5][CH2:4][CH:3]=[CH:2]1. The yield is 0.190. (5) The reactants are [Cl:1][C:2]1[CH:3]=[C:4]2[C:8](=[CH:9][CH:10]=1)[N:7]([C:11]1[N:12]=[C:13]3[C:19]([C:20]([NH:22][C:23]([CH3:27])([CH3:26])[CH2:24][OH:25])=[O:21])=[CH:18][N:17](COCC[Si](C)(C)C)[C:14]3=[N:15][CH:16]=1)[N:6]=[CH:5]2.FC(F)(F)C(O)=O. The catalyst is ClCCl. The product is [OH:25][CH2:24][C:23]([NH:22][C:20]([C:19]1[C:13]2[C:14](=[N:15][CH:16]=[C:11]([N:7]3[C:8]4[C:4](=[CH:3][C:2]([Cl:1])=[CH:10][CH:9]=4)[CH:5]=[N:6]3)[N:12]=2)[NH:17][CH:18]=1)=[O:21])([CH3:27])[CH3:26]. The yield is 0.620. (6) The reactants are [CH:1]([C:3]1[CH:8]=[CH:7][CH:6]=[CH:5][C:4]=1[C:9]1[CH:14]=[CH:13][C:12]([CH:15]([CH3:24])[CH2:16][NH:17][S:18]([CH:21]([CH3:23])[CH3:22])(=[O:20])=[O:19])=[CH:11][CH:10]=1)=[O:2].[BH4-].[Na+]. The catalyst is C(O)C. The product is [OH:2][CH2:1][C:3]1[CH:8]=[CH:7][CH:6]=[CH:5][C:4]=1[C:9]1[CH:14]=[CH:13][C:12]([CH:15]([CH3:24])[CH2:16][NH:17][S:18]([CH:21]([CH3:23])[CH3:22])(=[O:20])=[O:19])=[CH:11][CH:10]=1. The yield is 0.840.